From a dataset of Full USPTO retrosynthesis dataset with 1.9M reactions from patents (1976-2016). Predict the reactants needed to synthesize the given product. (1) Given the product [C:29]1([C:28](=[N:1][CH:2]([C:4]2[O:8][C:7]([C:9]3[CH:14]=[C:13]([N:15]([CH3:21])[CH2:16][CH:17]4[CH2:19][CH:18]4[CH3:20])[N:12]=[C:11]([N:22]([CH3:27])[S:23]([CH3:26])(=[O:24])=[O:25])[CH:10]=3)=[N:6][N:5]=2)[CH3:3])[C:35]2[CH:36]=[CH:37][CH:38]=[CH:39][CH:40]=2)[CH:34]=[CH:33][CH:32]=[CH:31][CH:30]=1, predict the reactants needed to synthesize it. The reactants are: [NH2:1][CH:2]([C:4]1[O:8][C:7]([C:9]2[CH:14]=[C:13]([N:15]([CH3:21])[CH2:16][CH:17]3[CH2:19][CH:18]3[CH3:20])[N:12]=[C:11]([N:22]([CH3:27])[S:23]([CH3:26])(=[O:25])=[O:24])[CH:10]=2)=[N:6][N:5]=1)[CH3:3].[C:28](=N)([C:35]1[CH:40]=[CH:39][CH:38]=[CH:37][CH:36]=1)[C:29]1[CH:34]=[CH:33][CH:32]=[CH:31][CH:30]=1. (2) Given the product [F:1][C:2]([F:25])([F:24])[CH2:3][O:4][C:5]1[CH:10]=[CH:9][C:8]([C:11]2[CH:12]=[C:13]([C:14]([F:17])([F:16])[F:15])[N:28]3[N:29]=[CH:30][C:31]([C:32]4[CH:33]=[N:34][CH:35]=[CH:36][CH:37]=4)=[C:27]3[N:26]=2)=[CH:7][C:6]=1[C:20]([F:23])([F:22])[F:21], predict the reactants needed to synthesize it. The reactants are: [F:1][C:2]([F:25])([F:24])[CH2:3][O:4][C:5]1[CH:10]=[CH:9][C:8]([C:11](=O)[CH2:12][C:13](=O)[C:14]([F:17])([F:16])[F:15])=[CH:7][C:6]=1[C:20]([F:23])([F:22])[F:21].[NH2:26][C:27]1[C:31]([C:32]2[CH:33]=[N:34][CH:35]=[CH:36][CH:37]=2)=[CH:30][NH:29][N:28]=1. (3) The reactants are: Cl[C:2]1[N:7]=[C:6]([N:8]2[CH2:13][C@@H:12]3[C@@:10]([NH:15][C:16]([CH:18]4[CH2:20][CH2:19]4)=[O:17])([C@@H:11]3[CH3:14])[CH2:9]2)[C:5]([F:21])=[CH:4][N:3]=1.[NH2:22][C:23]1[CH:24]=[C:25]([Cl:31])[C:26]([CH2:29][OH:30])=[N:27][CH:28]=1. Given the product [Cl:31][C:25]1[CH:24]=[C:23]([NH:22][C:2]2[N:7]=[C:6]([N:8]3[CH2:13][C@@H:12]4[C@@:10]([NH:15][C:16]([CH:18]5[CH2:20][CH2:19]5)=[O:17])([C@@H:11]4[CH3:14])[CH2:9]3)[C:5]([F:21])=[CH:4][N:3]=2)[CH:28]=[N:27][C:26]=1[CH2:29][OH:30], predict the reactants needed to synthesize it. (4) The reactants are: [F:1][C:2]1[CH:7]=[C:6]([O:8][C:9]2[C:10]3[N:17]([CH3:18])[CH:16]=[CH:15][C:11]=3[N:12]=[CH:13][N:14]=2)[CH:5]=[CH:4][C:3]=1[NH:19][C:20]([NH:22][C:23]1[CH:28]=[CH:27][CH:26]=[C:25]([C:29]([F:32])([F:31])[F:30])[CH:24]=1)=[O:21].C(OC(=O)C)C.[C:39]1([S:45]([OH:48])(=[O:47])=[O:46])[CH:44]=[CH:43][CH:42]=[CH:41][CH:40]=1. Given the product [C:39]1([S:45]([OH:48])(=[O:47])=[O:46])[CH:44]=[CH:43][CH:42]=[CH:41][CH:40]=1.[F:1][C:2]1[CH:7]=[C:6]([O:8][C:9]2[C:10]3[N:17]([CH3:18])[CH:16]=[CH:15][C:11]=3[N:12]=[CH:13][N:14]=2)[CH:5]=[CH:4][C:3]=1[NH:19][C:20]([NH:22][C:23]1[CH:28]=[CH:27][CH:26]=[C:25]([C:29]([F:31])([F:30])[F:32])[CH:24]=1)=[O:21], predict the reactants needed to synthesize it. (5) Given the product [CH3:46][O:47][C:48]1[CH:49]=[C:50]([C:51]([N:15]2[CH2:16][CH2:17][C:12]3([CH2:11][C:10](=[O:22])[C:9]4[C:19](=[CH:20][CH:21]=[C:7]([C:6]5[NH:2][N:3]=[N:4][N:5]=5)[CH:8]=4)[O:18]3)[CH2:13][CH2:14]2)=[O:52])[CH:54]=[C:55]([C:57]2[CH:62]=[CH:61][CH:60]=[CH:59][CH:58]=2)[N:56]=1, predict the reactants needed to synthesize it. The reactants are: Cl.[NH:2]1[C:6]([C:7]2[CH:8]=[C:9]3[C:19](=[CH:20][CH:21]=2)[O:18][C:12]2([CH2:17][CH2:16][NH:15][CH2:14][CH2:13]2)[CH2:11][C:10]3=[O:22])=[N:5][N:4]=[N:3]1.O.ON1C2C=CC=CC=2N=N1.Cl.CN(C)CCCN=C=NCC.[CH3:46][O:47][C:48]1[CH:49]=[C:50]([CH:54]=[C:55]([C:57]2[CH:62]=[CH:61][CH:60]=[CH:59][CH:58]=2)[N:56]=1)[C:51](O)=[O:52].